Dataset: Peptide-MHC class II binding affinity with 134,281 pairs from IEDB. Task: Regression. Given a peptide amino acid sequence and an MHC pseudo amino acid sequence, predict their binding affinity value. This is MHC class II binding data. (1) The peptide sequence is VSIISILKGVINIWG. The MHC is H-2-IAb with pseudo-sequence H-2-IAb. The binding affinity (normalized) is 0.0786. (2) The peptide sequence is NDAIKASTGGAYESY. The MHC is DRB1_0901 with pseudo-sequence DRB1_0901. The binding affinity (normalized) is 0.536. (3) The peptide sequence is RTEIDKPSQHHHHHH. The MHC is DRB1_0802 with pseudo-sequence DRB1_0802. The binding affinity (normalized) is 0.285. (4) The peptide sequence is IKAVRGDLNFVNRAN. The MHC is DRB5_0101 with pseudo-sequence DRB5_0101. The binding affinity (normalized) is 0. (5) The peptide sequence is ALTKAITAMSEVQKV. The MHC is DRB1_1302 with pseudo-sequence DRB1_1302. The binding affinity (normalized) is 0.646.